This data is from Forward reaction prediction with 1.9M reactions from USPTO patents (1976-2016). The task is: Predict the product of the given reaction. (1) Given the reactants CO.[Cl-].[NH4+].[Cl:5][C:6]1[CH:11]=[C:10]([N+:12]([O-])=O)[CH:9]=[C:8]([Cl:15])[C:7]=1[S:16][C:17]1[CH:22]=[CH:21][CH:20]=[CH:19][C:18]=1[C:23]([F:26])([F:25])[F:24], predict the reaction product. The product is: [Cl:15][C:8]1[CH:9]=[C:10]([CH:11]=[C:6]([Cl:5])[C:7]=1[S:16][C:17]1[CH:22]=[CH:21][CH:20]=[CH:19][C:18]=1[C:23]([F:25])([F:24])[F:26])[NH2:12]. (2) The product is: [O:24]1[CH2:25][CH2:26][N:21]([CH2:2][C@H:3]2[CH2:7][CH2:6][C@H:5]([CH2:8][CH2:9][C:10]3[CH:15]=[C:14]([F:16])[CH:13]=[CH:12][C:11]=3[O:17][CH3:18])[O:4]2)[CH2:22][CH2:23]1. Given the reactants Br[CH2:2][C@H:3]1[CH2:7][CH2:6][C@H:5]([CH2:8][CH2:9][C:10]2[CH:15]=[C:14]([F:16])[CH:13]=[CH:12][C:11]=2[O:17][CH3:18])[O:4]1.[Na+].[I-].[NH:21]1[CH2:26][CH2:25][O:24][CH2:23][CH2:22]1.C([O-])(O)=O.[Na+], predict the reaction product. (3) Given the reactants [NH2:1][C@H:2]([CH2:22][C:23]1[CH:28]=[CH:27][C:26]([Cl:29])=[C:25]([Cl:30])[CH:24]=1)[C:3]([N:5]1[CH2:10][CH2:9][N:8]([C:11]2[CH:16]=[CH:15][CH:14]=[CH:13][C:12]=2[NH:17][S:18]([CH3:21])(=[O:20])=[O:19])[CH2:7][CH2:6]1)=[O:4].[N:31]1([C:44]([O:46][C:47]([CH3:50])([CH3:49])[CH3:48])=[O:45])[CH2:40][C:39]2[C:34](=[CH:35][CH:36]=[CH:37][CH:38]=2)[CH2:33][C@H:32]1[C:41](O)=[O:42].CCN=C=NCCCN(C)C.CI.C1C=NC2N(O)N=NC=2C=1, predict the reaction product. The product is: [Cl:30][C:25]1[CH:24]=[C:23]([CH2:22][C@@H:2]([NH:1][C:41]([C@@H:32]2[CH2:33][C:34]3[C:39](=[CH:38][CH:37]=[CH:36][CH:35]=3)[CH2:40][N:31]2[C:44]([O:46][C:47]([CH3:50])([CH3:49])[CH3:48])=[O:45])=[O:42])[C:3]([N:5]2[CH2:6][CH2:7][N:8]([C:11]3[CH:16]=[CH:15][CH:14]=[CH:13][C:12]=3[NH:17][S:18]([CH3:21])(=[O:19])=[O:20])[CH2:9][CH2:10]2)=[O:4])[CH:28]=[CH:27][C:26]=1[Cl:29]. (4) Given the reactants Cl[CH2:2][CH2:3][CH2:4][C:5]([C:7]1[CH:13]=[CH:12][CH:11]=[C:10]([CH3:14])[C:8]=1[NH2:9])=[O:6].CC(C)([O-])C.[K+].C(OCC)(=O)C.Cl, predict the reaction product. The product is: [CH:4]1([C:5]([C:7]2[CH:13]=[CH:12][CH:11]=[C:10]([CH3:14])[C:8]=2[NH2:9])=[O:6])[CH2:2][CH2:3]1. (5) Given the reactants [CH3:1][C:2]1([CH3:39])[CH2:11][CH:10]=[C:9]([C:12]2[CH:17]=[CH:16][C:15]([O:18][Si](CC(C)C)(C)C)=[CH:14][CH:13]=2)[C:8]2[CH:7]=[C:6]([C:26]#[C:27][C:28]3[CH:38]=[CH:37][C:31]([C:32]([O:34]CC)=[O:33])=[CH:30][CH:29]=3)[CH:5]=[CH:4][C:3]1=2.[OH-].[Na+].Cl, predict the reaction product. The product is: [CH3:1][C:2]1([CH3:39])[CH2:11][CH:10]=[C:9]([C:12]2[CH:17]=[CH:16][C:15]([OH:18])=[CH:14][CH:13]=2)[C:8]2[CH:7]=[C:6]([C:26]#[C:27][C:28]3[CH:29]=[CH:30][C:31]([C:32]([OH:34])=[O:33])=[CH:37][CH:38]=3)[CH:5]=[CH:4][C:3]1=2. (6) Given the reactants C(N(CC)CC)C.[CH:8]1([O:13][C:14]2[C:19]([O:20][CH3:21])=[CH:18][CH:17]=[CH:16][C:15]=2/[CH:22]=[CH:23]/[C:24]([OH:26])=O)[CH2:12][CH2:11][CH2:10][CH2:9]1.C1(P([N:41]=[N+:42]=[N-:43])(C2C=CC=CC=2)=O)C=CC=CC=1, predict the reaction product. The product is: [CH:8]1([O:13][C:14]2[C:19]([O:20][CH3:21])=[CH:18][CH:17]=[CH:16][C:15]=2/[CH:22]=[CH:23]/[C:24]([N:41]=[N+:42]=[N-:43])=[O:26])[CH2:12][CH2:11][CH2:10][CH2:9]1. (7) Given the reactants C(N(CC)CC)C.[CH3:8][S:9](Cl)(=[O:11])=[O:10].[NH2:13][C:14]1[N:19]=[C:18]([C:20]2[CH:27]=[CH:26][C:23]([C:24]#[N:25])=[C:22]([F:28])[CH:21]=2)[CH:17]=[C:16]([N:29]2[C@H:34]([CH3:35])[CH2:33][O:32][C@H:31]([CH2:36][NH2:37])[CH2:30]2)[N:15]=1, predict the reaction product. The product is: [NH2:13][C:14]1[N:15]=[C:16]([N:29]2[C@H:34]([CH3:35])[CH2:33][O:32][C@H:31]([CH2:36][NH:37][S:9]([CH3:8])(=[O:11])=[O:10])[CH2:30]2)[CH:17]=[C:18]([C:20]2[CH:27]=[CH:26][C:23]([C:24]#[N:25])=[C:22]([F:28])[CH:21]=2)[N:19]=1. (8) Given the reactants [F:1][C:2]([F:11])([F:10])[C:3]1[CH:9]=[CH:8][C:6]([NH2:7])=[CH:5][CH:4]=1.N1C=CC=CC=1.[CH2:18]([O:20][CH:21](OCC)[CH2:22][C:23](Cl)=[O:24])[CH3:19], predict the reaction product. The product is: [CH2:18]([O:20]/[CH:21]=[CH:22]/[C:23]([NH:7][C:6]1[CH:8]=[CH:9][C:3]([C:2]([F:10])([F:11])[F:1])=[CH:4][CH:5]=1)=[O:24])[CH3:19]. (9) Given the reactants [CH:1]1([CH2:4][C:5](=O)/[C:6](/[C:11]2[CH:16]=[CH:15][N:14]=[C:13]([S:17][CH3:18])[N:12]=2)=[CH:7]\[N:8](C)[CH3:9])[CH2:3][CH2:2]1.C(O)(=O)C.C(N)=[NH:25].C([O-])([O-])=O.[K+].[K+], predict the reaction product. The product is: [CH:1]1([CH2:4][C:5]2[C:6]([C:11]3[CH:16]=[CH:15][N:14]=[C:13]([S:17][CH3:18])[N:12]=3)=[CH:7][N:8]=[CH:9][N:25]=2)[CH2:3][CH2:2]1.